Dataset: TCR-epitope binding with 47,182 pairs between 192 epitopes and 23,139 TCRs. Task: Binary Classification. Given a T-cell receptor sequence (or CDR3 region) and an epitope sequence, predict whether binding occurs between them. (1) The epitope is LLALHRSYL. The TCR CDR3 sequence is CASSQDPGFEQYF. Result: 0 (the TCR does not bind to the epitope). (2) The epitope is ITEEVGHTDLMAAY. The TCR CDR3 sequence is CASSPDIACTF. Result: 0 (the TCR does not bind to the epitope). (3) Result: 1 (the TCR binds to the epitope). The TCR CDR3 sequence is CASSFLFRGRAGETQYF. The epitope is EIYKRWII. (4) The epitope is TAFTIPSI. The TCR CDR3 sequence is CASSLTGGGKLFF. Result: 1 (the TCR binds to the epitope). (5) The epitope is TEILPVSMTK. The TCR CDR3 sequence is CASSLASTEQYF. Result: 0 (the TCR does not bind to the epitope). (6) The epitope is IVTDFSVIK. The TCR CDR3 sequence is CASSQDGRTYGYTF. Result: 1 (the TCR binds to the epitope). (7) Result: 1 (the TCR binds to the epitope). The TCR CDR3 sequence is CASSHRGTSGSTDTQYF. The epitope is NLVPMVATV.